Task: Predict the product of the given reaction.. Dataset: Forward reaction prediction with 1.9M reactions from USPTO patents (1976-2016) Given the reactants Cl[C:2]1[C:3]2[CH2:13][N:12]([C:14]([O:16][C:17]([CH3:20])([CH3:19])[CH3:18])=[O:15])[CH2:11][CH2:10][C:4]=2[N:5]=[C:6]([S:8][CH3:9])[N:7]=1.[Cl:21][C:22]1[CH:27]=[C:26]([Cl:28])[CH:25]=[CH:24][C:23]=1B(O)O.C(=O)([O-])[O-].[Na+].[Na+].C(O)C, predict the reaction product. The product is: [Cl:21][C:22]1[CH:27]=[C:26]([Cl:28])[CH:25]=[CH:24][C:23]=1[C:2]1[C:3]2[CH2:13][N:12]([C:14]([O:16][C:17]([CH3:20])([CH3:19])[CH3:18])=[O:15])[CH2:11][CH2:10][C:4]=2[N:5]=[C:6]([S:8][CH3:9])[N:7]=1.